Dataset: Full USPTO retrosynthesis dataset with 1.9M reactions from patents (1976-2016). Task: Predict the reactants needed to synthesize the given product. (1) Given the product [Cl:1][C:2]1[CH:3]=[CH:4][C:5]2[NH:11]/[C:10](=[N:37]\[NH2:38])/[CH:9]([CH2:13][C:14]3[S:15][C:16]([CH2:19][CH2:20][C:21]([O:23][CH3:24])=[O:22])=[CH:17][N:18]=3)[CH2:8][CH:7]([C:25]3[CH:30]=[CH:29][CH:28]=[C:27]([O:31][CH3:32])[C:26]=3[O:33][CH3:34])[C:6]=2[CH:35]=1, predict the reactants needed to synthesize it. The reactants are: [Cl:1][C:2]1[CH:3]=[CH:4][C:5]2[NH:11][C:10](=S)[CH:9]([CH2:13][C:14]3[S:15][C:16]([CH2:19][CH2:20][C:21]([O:23][CH3:24])=[O:22])=[CH:17][N:18]=3)[CH2:8][CH:7]([C:25]3[CH:30]=[CH:29][CH:28]=[C:27]([O:31][CH3:32])[C:26]=3[O:33][CH3:34])[C:6]=2[CH:35]=1.O.[NH2:37][NH2:38]. (2) Given the product [Br:1][C:2]1[CH:3]=[CH:4][CH:5]=[C:6]2[C:11]=1[N:10]=[C:9]([CH3:12])[CH:8]=[C:7]2[NH:19][CH2:18][C:17]1[CH:20]=[CH:21][C:22]([Cl:23])=[C:15]([Cl:14])[CH:16]=1, predict the reactants needed to synthesize it. The reactants are: [Br:1][C:2]1[CH:3]=[CH:4][CH:5]=[C:6]2[C:11]=1[N:10]=[C:9]([CH3:12])[CH:8]=[C:7]2Cl.[Cl:14][C:15]1[CH:16]=[C:17]([CH:20]=[CH:21][C:22]=1[Cl:23])[CH2:18][NH2:19].O. (3) The reactants are: C[Li].Br[C:4]1[C:9]([CH3:10])=[CH:8][C:7]([NH:11][C:12](=[O:18])[O:13][C:14]([CH3:17])([CH3:16])[CH3:15])=[CH:6][C:5]=1[CH3:19].[Li]C(C)(C)C.[F:25][C:26]1[CH:42]=[CH:41][C:29]([CH2:30][C:31]2[CH:32]=[C:33]([CH:36]=[CH:37][C:38]=2[O:39][CH3:40])[CH:34]=[O:35])=[CH:28][CH:27]=1.[NH4+].[Cl-]. Given the product [F:25][C:26]1[CH:42]=[CH:41][C:29]([CH2:30][C:31]2[CH:32]=[C:33]([CH:34]([OH:35])[C:4]3[C:9]([CH3:10])=[CH:8][C:7]([NH:11][C:12](=[O:18])[O:13][C:14]([CH3:17])([CH3:16])[CH3:15])=[CH:6][C:5]=3[CH3:19])[CH:36]=[CH:37][C:38]=2[O:39][CH3:40])=[CH:28][CH:27]=1, predict the reactants needed to synthesize it. (4) Given the product [O:53]1[C:57]2[CH:58]=[CH:59][C:60]([C:62]3[CH:63]=[C:64]([NH:68][C:24]([C:19]4[C:20](=[O:23])[O:21][C:22]5[C:17]([CH:18]=4)=[CH:16][CH:15]=[CH:14][C:13]=5[O:12][C:11]([F:10])([F:28])[F:27])=[O:26])[CH:65]=[CH:66][CH:67]=3)=[CH:61][C:56]=2[CH2:55][CH2:54]1, predict the reactants needed to synthesize it. The reactants are: CCN(C(C)C)C(C)C.[F:10][C:11]([F:28])([F:27])[O:12][C:13]1[CH:14]=[CH:15][CH:16]=[C:17]2[C:22]=1[O:21][C:20](=[O:23])[C:19]([C:24]([OH:26])=O)=[CH:18]2.CN(C(ON1N=NC2C=CC=NC1=2)=[N+](C)C)C.F[P-](F)(F)(F)(F)F.[O:53]1[C:57]2[CH:58]=[CH:59][C:60]([C:62]3[CH:63]=[C:64]([NH2:68])[CH:65]=[CH:66][CH:67]=3)=[CH:61][C:56]=2[CH2:55][CH2:54]1.